This data is from Reaction yield outcomes from USPTO patents with 853,638 reactions. The task is: Predict the reaction yield, written as a fraction of the theoretical maximum amount of product (1.0 means a 100% yield; for example, 0.34 means a 34% yield). (1) The reactants are C(=O)([O-])[O-].[K+].[K+].[Cl:7][C:8]1[C:17]2[C:12](=[CH:13][CH:14]=[CH:15][CH:16]=2)[C:11](=[O:18])[NH:10][N:9]=1.Br[CH:20]([CH3:22])[CH3:21]. The catalyst is O. The product is [Cl:7][C:8]1[C:17]2[C:12](=[CH:13][CH:14]=[CH:15][CH:16]=2)[C:11](=[O:18])[N:10]([CH:20]([CH3:22])[CH3:21])[N:9]=1. The yield is 1.03. (2) The catalyst is CN(C)C1C=CN=CC=1.CN(C)C=O. The reactants are [C:1]1([S:11]([NH2:14])(=[O:13])=[O:12])[C:2]([S:7]([NH2:10])(=[O:9])=[O:8])=[CH:3][CH:4]=[CH:5][CH:6]=1.[Br:15][C:16]1[C:24]([O:25][CH3:26])=[CH:23][C:19]([C:20](O)=[O:21])=[CH:18][C:17]=1[O:27][CH3:28].Cl.CN(C)CCCN=C=NCC.O. The product is [Br:15][C:16]1[C:24]([O:25][CH3:26])=[CH:23][C:19]([C:20]([NH:10][S:7]([C:2]2[CH:3]=[CH:4][CH:5]=[CH:6][C:1]=2[S:11](=[O:13])(=[O:12])[NH2:14])(=[O:9])=[O:8])=[O:21])=[CH:18][C:17]=1[O:27][CH3:28]. The yield is 0.560. (3) The reactants are Br[C:2]1[CH:3]=[C:4]2[C:9](=[CH:10][CH:11]=1)[N:8]=[CH:7][C:6]([C:12]([CH:14]1[CH2:16][CH2:15]1)=[O:13])=[C:5]2[NH:17][C:18]1[CH:23]=[CH:22][C:21]([CH2:24][N:25]2[CH2:29][CH2:28][CH2:27][CH2:26]2)=[CH:20][CH:19]=1.[Cl:30][C:31]1[CH:36]=[C:35](B2OC(C)(C)C(C)(C)O2)[CH:34]=[C:33]([Cl:46])[C:32]=1[OH:47]. No catalyst specified. The product is [CH:14]1([C:12]([C:6]2[CH:7]=[N:8][C:9]3[C:4]([C:5]=2[NH:17][C:18]2[CH:19]=[CH:20][C:21]([CH2:24][N:25]4[CH2:26][CH2:27][CH2:28][CH2:29]4)=[CH:22][CH:23]=2)=[CH:3][C:2]([C:35]2[CH:36]=[C:31]([Cl:30])[C:32]([OH:47])=[C:33]([Cl:46])[CH:34]=2)=[CH:11][CH:10]=3)=[O:13])[CH2:16][CH2:15]1. The yield is 0.540. (4) The product is [C:1]([O:5][C:6]([N:8]1[CH2:9][CH2:10][N:11]([C:14]2[C:15]3[CH2:23][CH2:22][CH2:21][NH:20][C:16]=3[N:17]=[CH:18][N:19]=2)[CH2:12][CH2:13]1)=[O:7])([CH3:4])([CH3:2])[CH3:3]. The reactants are [C:1]([O:5][C:6]([N:8]1[CH2:13][CH2:12][N:11]([C:14]2[C:15]3[CH:23]=[CH:22][CH:21]=[N:20][C:16]=3[N:17]=[CH:18][N:19]=2)[CH2:10][CH2:9]1)=[O:7])([CH3:4])([CH3:3])[CH3:2]. The yield is 0.620. The catalyst is CO.C(O)(C(F)(F)F)=O.O=[Pt]=O.